Dataset: Full USPTO retrosynthesis dataset with 1.9M reactions from patents (1976-2016). Task: Predict the reactants needed to synthesize the given product. (1) Given the product [CH:3]1([C:4]#[C:5][C:6]2[CH:7]=[C:8]([C@@H:12]3[C@@H:16]([C:17]4[CH:22]=[CH:21][CH:20]=[C:19]([F:23])[CH:18]=4)[O:15][C:14](=[O:24])[NH:13]3)[CH:9]=[N:10][CH:11]=2)[CH2:29][CH2:28][CH2:27][CH2:32]1, predict the reactants needed to synthesize it. The reactants are: CN(C)[CH2:3][C:4]#[C:5][C:6]1[CH:7]=[C:8]([C@@H:12]2[C@@H:16]([C:17]3[CH:22]=[CH:21][CH:20]=[C:19]([F:23])[CH:18]=3)[O:15][C:14](=[O:24])[NH:13]2)[CH:9]=[N:10][CH:11]=1.Br[C:27]1[CH:28]=[C:29]([C@@H]2[C@@H]([C:27]3[CH:32]=CC=[C:29](F)[CH:28]=3)OC(=O)N2)C=N[CH:32]=1.C(C1CCCC1)#C. (2) Given the product [CH3:11][CH:12]([CH2:14][N:175]1[C:176](=[O:177])[N:380]([CH3:379])[C:375](=[O:8])[C:362]2[NH:363][CH:364]=[N:365][C:361]1=2)[CH3:13], predict the reactants needed to synthesize it. The reactants are: C(N)(=[O:8])C1C=CC=NC=1.C[CH2:11][C@@H:12]([C@H:14]([NH:175][C:176]([C@@H](NC([C@@H](NC([C@@H](NC([C@@H:14]([NH:175][C:176]([C@@H](NC([C@@H](NC([C@@H](NC([C@@H](NC([C@@H](NC([C@@H](NC([C@@H](NC([C@@H](NC([C@@H](NC([C@@H](NC([C@@H](NC([C@@H](NC([C@@H](NC([C@@H](NC(CNC([C@@H](NC(CNC([C@@H](N)CC1NC=NC=1)=O)=O)CCC(O)=O)=O)=O)[C@H](O)C)=O)CC1C=CC=CC=1)=O)[C@H](O)C)=O)CO)=O)CC(O)=O)=O)CC(C)C)=O)CO)=O)CCCCN)=O)CCC(N)=O)=O)CCSC)=O)CCC(O)=O)=O)CCC(O)=O)=O)CCC(O)=O)=O)C)=[O:177])[CH:12]([CH3:13])[CH3:11])=O)CCCNC(N)=N)=O)CC(C)C)=O)CC1C=CC=CC=1)=[O:177])C(N[C@H](C(N[C@H](C(N[C@H](C(N[C@H](C(N[C@H](C(NCC(NCC(N1[C@H](C(N[C@H](C(N[C@H](C(NCC(N[C@H](C(N2[C@H](C(N3[C@H](C(N4[C@H](C(N[C@H](C(N)=O)CO)=O)CCC4)=O)CCC3)=O)CCC2)=O)C)=O)=O)CO)=O)CO)=O)CCC1)=O)=O)=O)CC(N[C@@H]1O[C@H](CO)[C@@H](O[C@@H]2O[C@H](CO[C@@]3(C(O)=O)O[C@@H](C[C@H](O)[C@H](O)CO)[C@H](NC(C)=O)[C@@H](O)C3)[C@H](O)[C@H](O)[C@H]2O)[C@H](O)[C@H]1NC(C)=O)=O)=O)CCCCN)=O)CC(C)C)=O)CC1C2C=CC=CC=2NC=1)=O)CCC(O)=O)=O)[CH3:13].C1OC2C=CC([C:361]3[N:365]=[C:364](C4C=CC(C(N)=O)=CC=4)[NH:363][C:362]=3[C:375]3[N:380]=[CH:379]C=CC=3)=CC=2OC1.CC1N=C(C2NN=CC=2C2C=CC3N=CC=CC=3N=2)C=CC=1.C1N=C(N)C2N=CN([C@@H]3O[C@@H]4COP(O)(O[C@H]4[C@H]3O)=O)C=2N=1. (3) The reactants are: [CH3:1][O:2][C:3]([C:5]1[CH:6]=[CH:7][C:8](N)=[C:9]2[O:13][CH:12]=[CH:11][C:10]=12)=[O:4].[N:15]1C=CC=CC=1.[CH3:21][S:22](Cl)(=[O:24])=[O:23]. Given the product [CH3:1][O:2][C:3]([C:5]1[CH:6]=[CH:7][C:8]([S:22]([CH3:21])(=[O:24])=[O:23])=[C:9]2[O:13][C:12]([NH2:15])=[CH:11][C:10]=12)=[O:4], predict the reactants needed to synthesize it. (4) Given the product [NH2:11][C:6]1[CH:5]=[CH:4][CH:3]=[C:2]([Cl:1])[C:7]=1[C:8]([NH:20][C:21]1[CH:26]=[CH:25][CH:24]=[CH:23][CH:22]=1)=[O:13], predict the reactants needed to synthesize it. The reactants are: [Cl:1][C:2]1[C:7]2[C:8](=[O:13])OC(=O)[NH:11][C:6]=2[CH:5]=[CH:4][CH:3]=1.O1CCOCC1.[NH2:20][C:21]1[CH:26]=[CH:25][CH:24]=[CH:23][CH:22]=1. (5) Given the product [F:42][C:43]1[CH:71]=[C:70]([F:72])[CH:69]=[CH:68][C:44]=1[O:45][C:46]1[C:47]([C:56]2[C:65]3[CH2:64][CH2:63][CH2:62][CH2:61][C:60]=3[C:59](=[O:66])[N:58]([CH3:67])[CH:57]=2)=[N:48][C:49]([NH:78][S:75]([CH2:73][CH3:74])(=[O:77])=[O:76])=[N:50][CH:51]=1, predict the reactants needed to synthesize it. The reactants are: ClC1C(OC2C=CC(F)=CC=2F)=CN=C(S(C)(=O)=O)N=1.CN1C=C(B2OC(C)(C)C(C)(C)O2)C2CCCCC=2C1=O.[F:42][C:43]1[CH:71]=[C:70]([F:72])[CH:69]=[CH:68][C:44]=1[O:45][C:46]1[C:47]([C:56]2[C:65]3[CH2:64][CH2:63][CH2:62][CH2:61][C:60]=3[C:59](=[O:66])[N:58]([CH3:67])[CH:57]=2)=[N:48][C:49](S(C)(=O)=O)=[N:50][CH:51]=1.[CH2:73]([S:75]([NH2:78])(=[O:77])=[O:76])[CH3:74].